From a dataset of Forward reaction prediction with 1.9M reactions from USPTO patents (1976-2016). Predict the product of the given reaction. (1) Given the reactants [CH2:1]([O:8][C:9]1[CH:10]=[CH:11][C:12]2[CH2:16][CH:15]([C:17]([OH:19])=O)[C:13]=2[CH:14]=1)[C:2]1[CH:7]=[CH:6][CH:5]=[CH:4][CH:3]=1.S(Cl)(Cl)=O.[CH2:24]([NH:31][CH2:32][CH2:33][OH:34])[C:25]1[CH:30]=[CH:29][CH:28]=[CH:27][CH:26]=1.C(N(CC)CC)C, predict the reaction product. The product is: [CH2:24]([N:31]([CH2:32][CH2:33][OH:34])[C:17]([CH:15]1[C:13]2[CH:14]=[C:9]([O:8][CH2:1][C:2]3[CH:3]=[CH:4][CH:5]=[CH:6][CH:7]=3)[CH:10]=[CH:11][C:12]=2[CH2:16]1)=[O:19])[C:25]1[CH:30]=[CH:29][CH:28]=[CH:27][CH:26]=1. (2) Given the reactants C(O[C:6]([N:8](C)[C@H:9]1[CH2:14][CH2:13][C@H:12]([N:15]([CH2:28][CH3:29])[C:16]2[C:17]([CH3:27])=[C:18]([CH:23]=[C:24]([Cl:26])[CH:25]=2)[C:19]([O:21][CH3:22])=[O:20])[CH2:11][CH2:10]1)=O)(C)(C)C.C(O)(C(F)(F)F)=O.C(=O)(O)[O-].[Na+], predict the reaction product. The product is: [Cl:26][C:24]1[CH:25]=[C:16]([N:15]([CH2:28][CH3:29])[C@H:12]2[CH2:13][CH2:14][C@H:9]([NH:8][CH3:6])[CH2:10][CH2:11]2)[C:17]([CH3:27])=[C:18]([CH:23]=1)[C:19]([O:21][CH3:22])=[O:20]. (3) Given the reactants [Cl:1][C:2]1[CH:7]=[C:6]([Cl:8])[CH:5]=[CH:4][C:3]=1[C:9]1[N:10]=[C:11](/[CH:16]=[CH:17]/[C:18]2[CH:23]=[CH:22][C:21]([C:24]3[CH:29]=[CH:28][C:27]([OH:30])=[CH:26][CH:25]=3)=[CH:20][CH:19]=2)[N:12]([CH2:14][CH3:15])[CH:13]=1.Br[C:32]1[S:33][CH:34]=[C:35]([C:37]([O:39]CC)=[O:38])[N:36]=1, predict the reaction product. The product is: [Cl:1][C:2]1[CH:7]=[C:6]([Cl:8])[CH:5]=[CH:4][C:3]=1[C:9]1[N:10]=[C:11](/[CH:16]=[CH:17]/[C:18]2[CH:23]=[CH:22][C:21]([C:24]3[CH:25]=[CH:26][C:27]([O:30][C:32]4[S:33][CH:34]=[C:35]([C:37]([OH:39])=[O:38])[N:36]=4)=[CH:28][CH:29]=3)=[CH:20][CH:19]=2)[N:12]([CH2:14][CH3:15])[CH:13]=1. (4) Given the reactants [OH:1][CH:2]1[CH:7]([OH:8])[CH2:6][CH2:5][CH:4]([C:9]2[CH:14]=[CH:13][C:12]([N:15]3[CH2:19][CH:18]([CH2:20][NH2:21])[O:17][C:16]3=[O:22])=[CH:11][C:10]=2[F:23])[CH2:3]1.C1(C(C2C=CC=CC=2)CCO[C:34](=[S:38])[CH:35]([F:37])[F:36])C=CC=CC=1.C(N(CC)CC)C, predict the reaction product. The product is: [OH:1][CH:2]1[CH:7]([OH:8])[CH2:6][CH2:5][CH:4]([C:9]2[CH:14]=[CH:13][C:12]([N:15]3[CH2:19][CH:18]([CH2:20][NH:21][C:34](=[S:38])[CH:35]([F:37])[F:36])[O:17][C:16]3=[O:22])=[CH:11][C:10]=2[F:23])[CH2:3]1. (5) Given the reactants [CH:1]([C:3]1[CH:4]=[CH:5][C:6]2[S:11][CH2:10][C:9](=[O:12])[NH:8][C:7]=2[CH:13]=1)=[CH2:2].B.C1C[O:18]CC1.[OH-].[Na+].OO, predict the reaction product. The product is: [OH:18][CH2:2][CH2:1][C:3]1[CH:4]=[CH:5][C:6]2[S:11][CH2:10][C:9](=[O:12])[NH:8][C:7]=2[CH:13]=1. (6) The product is: [CH2:1]([N:8]1[CH2:12][C@@H:11]2[C:14]3[CH:15]=[CH:16][CH:17]=[C:18]([O:22][CH2:23][C:24]4[CH:29]=[CH:28][CH:27]=[CH:26][CH:25]=4)[C:19]=3[CH2:20][O:21][C@@:10]2([CH3:30])[CH2:9]1)[C:2]1[CH:3]=[CH:4][CH:5]=[CH:6][CH:7]=1. Given the reactants [CH2:1]([N:8]1[C:12](=O)[C@@H:11]2[C:14]3[CH:15]=[CH:16][CH:17]=[C:18]([O:22][CH2:23][C:24]4[CH:29]=[CH:28][CH:27]=[CH:26][CH:25]=4)[C:19]=3[CH2:20][O:21][C@@:10]2([CH3:30])[CH2:9]1)[C:2]1[CH:7]=[CH:6][CH:5]=[CH:4][CH:3]=1.B.Cl.[OH-].[Na+], predict the reaction product. (7) Given the reactants Cl.CC(NCC[C:8]1[C:12]2[CH:13]=[C:14](OC)C=[CH:16][C:11]=2[NH:10]C=1)=O.[CH:19]([OH:22])([CH3:21])[CH3:20].[OH2:23], predict the reaction product. The product is: [CH:19]([O:22][C:16](=[O:23])[C@H:11]([C@H:12]([CH2:13][CH3:14])[CH3:8])[NH2:10])([CH3:21])[CH3:20].